The task is: Regression. Given a peptide amino acid sequence and an MHC pseudo amino acid sequence, predict their binding affinity value. This is MHC class I binding data.. This data is from Peptide-MHC class I binding affinity with 185,985 pairs from IEDB/IMGT. (1) The peptide sequence is KTNDINVRR. The MHC is HLA-A11:01 with pseudo-sequence HLA-A11:01. The binding affinity (normalized) is 0.685. (2) The peptide sequence is QLAGYILTV. The binding affinity (normalized) is 0.957. The MHC is HLA-A02:01 with pseudo-sequence HLA-A02:01.